Task: Predict the reaction yield, written as a fraction of the theoretical maximum amount of product (1.0 means a 100% yield; for example, 0.34 means a 34% yield).. Dataset: Reaction yield outcomes from USPTO patents with 853,638 reactions The reactants are [OH:1][C:2]1[CH:3]=[C:4]([NH:17]C(=O)C)[CH:5]=[CH:6][C:7]=1[C:8]([CH3:16])([CH3:15])[CH2:9][O:10][CH2:11][CH2:12][O:13][CH3:14].Cl.C([O-])([O-])=O.[Na+].[Na+]. No catalyst specified. The product is [CH3:14][O:13][CH2:12][CH2:11][O:10][CH2:9][C:8]([C:7]1[CH:6]=[CH:5][C:4]([NH2:17])=[CH:3][C:2]=1[OH:1])([CH3:16])[CH3:15]. The yield is 0.0600.